From a dataset of Forward reaction prediction with 1.9M reactions from USPTO patents (1976-2016). Predict the product of the given reaction. (1) Given the reactants [C@H:1]12[CH2:31][C@H:4]([N:5]([C:7]([C:9]3[CH:14]=[CH:13][C:12]([NH:15][C:16]4[N:21]=[C:20]([C:22]5[N:23]([CH:28]([CH3:30])[CH3:29])[C:24]([CH3:27])=[N:25][CH:26]=5)[CH:19]=[CH:18][N:17]=4)=[CH:11][CH:10]=3)=[O:8])[CH2:6]1)[CH2:3][NH:2]2.[CH3:32]O.C(O[BH-](O[C:44](=O)[CH3:45])OC(=O)C)(=O)C.[Na+], predict the reaction product. The product is: [CH3:27][C:24]1[N:23]([CH:28]([CH3:29])[CH3:30])[C:22]([C:20]2[CH:19]=[CH:18][N:17]=[C:16]([NH:15][C:12]3[CH:11]=[CH:10][C:9]([C:7]([N:5]4[C@H:4]5[CH2:31][C@H:1]([N:2]([CH:44]([CH3:45])[CH3:32])[CH2:3]5)[CH2:6]4)=[O:8])=[CH:14][CH:13]=3)[N:21]=2)=[CH:26][N:25]=1. (2) Given the reactants I[C:2]1[CH:7]=[C:6]([N+:8]([O-:10])=[O:9])[CH:5]=[C:4]([N+:11]([O-:13])=[O:12])[CH:3]=1.[CH3:14][N:15]1[C:19](B(O)O)=[CH:18][CH:17]=[N:16]1.C([O-])([O-])=O.[Na+].[Na+].CCOC(C)=O.CCCCCC, predict the reaction product. The product is: [N+:11]([C:4]1[CH:3]=[C:2]([C:19]2[N:15]([CH3:14])[N:16]=[CH:17][CH:18]=2)[CH:7]=[C:6]([N+:8]([O-:10])=[O:9])[CH:5]=1)([O-:13])=[O:12]. (3) Given the reactants N1C=NN=N1.[N:6]1[CH:11]=[CH:10][C:9]([C:12]2[N:13]=[C:14]([NH:17][C:18]3[CH:23]=[CH:22][C:21]([OH:24])=[CH:20][CH:19]=3)[S:15][CH:16]=2)=[CH:8][CH:7]=1.C(N(C(C)C)[P:29]([O:35][C:36]([CH3:39])([CH3:38])[CH3:37])[O:30][C:31]([CH3:34])([CH3:33])[CH3:32])(C)C.C1C=C(Cl)C=C(C(OO)=[O:51])C=1.OS([O-])=O.[Na+], predict the reaction product. The product is: [P:29]([O:24][C:21]1[CH:22]=[CH:23][C:18]([NH:17][C:14]2[S:15][CH:16]=[C:12]([C:9]3[CH:8]=[CH:7][N:6]=[CH:11][CH:10]=3)[N:13]=2)=[CH:19][CH:20]=1)([O:30][C:31]([CH3:32])([CH3:33])[CH3:34])([O:35][C:36]([CH3:37])([CH3:38])[CH3:39])=[O:51]. (4) Given the reactants [C:1]([NH:8][CH2:9][CH2:10]S(C1C=CC(C)=CC=1)(=O)=O)([O:3][C:4]([CH3:7])([CH3:6])[CH3:5])=[O:2].[CH2:21]([SH:28])[C:22]1[CH:27]=[CH:26][CH:25]=[CH:24][CH:23]=1.C([O-])([O-])=O.[Cs+].[Cs+], predict the reaction product. The product is: [C:1]([NH:8][CH2:9][CH2:10][S:28][CH2:21][C:22]1[CH:27]=[CH:26][CH:25]=[CH:24][CH:23]=1)([O:3][C:4]([CH3:7])([CH3:6])[CH3:5])=[O:2]. (5) The product is: [Cl:1][C:2]1[N:7]=[C:6]([C:8]([O:10][C:16]([CH3:19])([CH3:18])[CH3:17])=[O:9])[C:5]([F:11])=[CH:4][CH:3]=1. Given the reactants [Cl:1][C:2]1[N:7]=[C:6]([C:8]([OH:10])=[O:9])[C:5]([F:11])=[CH:4][CH:3]=1.ClC(Cl)(Cl)C(=N)O[C:16]([CH3:19])([CH3:18])[CH3:17].B(F)(F)F, predict the reaction product. (6) The product is: [C:1]([O:5][C:6]([N:8]1[CH2:13][CH2:12][CH2:11][C@H:10]([CH2:14][S:24]([CH3:23])(=[O:26])=[O:25])[CH2:9]1)=[O:7])([CH3:4])([CH3:3])[CH3:2]. Given the reactants [C:1]([O:5][C:6]([N:8]1[CH2:13][CH2:12][CH2:11][C@H:10]([CH2:14]O)[CH2:9]1)=[O:7])([CH3:4])([CH3:3])[CH3:2].C(N(CC)CC)C.[CH3:23][S:24](Cl)(=[O:26])=[O:25], predict the reaction product. (7) Given the reactants C[O:2][C:3](=[O:25])[C:4]1[CH:9]=[C:8]([C:10]2[C:11]([C:18]3[CH:23]=[CH:22][N:21]=[CH:20][CH:19]=3)=[N:12][N:13]([CH2:15][CH2:16][OH:17])[CH:14]=2)[CH:7]=[CH:6][C:5]=1[Cl:24].[OH-].[K+].Cl.C(#N)C, predict the reaction product. The product is: [Cl:24][C:5]1[CH:6]=[CH:7][C:8]([C:10]2[C:11]([C:18]3[CH:23]=[CH:22][N:21]=[CH:20][CH:19]=3)=[N:12][N:13]([CH2:15][CH2:16][OH:17])[CH:14]=2)=[CH:9][C:4]=1[C:3]([OH:25])=[O:2]. (8) Given the reactants Cl[C:2]([O:4][CH2:5][C:6]1[CH:11]=[CH:10][CH:9]=[CH:8][CH:7]=1)=[O:3].[CH2:12]([NH2:16])[CH2:13][CH:14]=[CH2:15].C(=O)(O)[O-].[Na+], predict the reaction product. The product is: [CH2:12]([NH:16][C:2](=[O:3])[O:4][CH2:5][C:6]1[CH:11]=[CH:10][CH:9]=[CH:8][CH:7]=1)[CH2:13][CH:14]=[CH2:15]. (9) The product is: [CH3:1][O:2][C:3]([C@@:5]1([C:18]2[CH:23]=[CH:22][CH:21]=[C:20]([F:24])[C:19]=2[CH3:25])[CH2:9][CH2:8][C:7]([C:27]2[CH:28]=[C:29]3[C:34](=[CH:35][CH:36]=2)[N:33]=[C:32]([C:37]([F:40])([F:39])[F:38])[CH:31]=[N:30]3)=[CH:6]1)=[O:4]. Given the reactants [CH3:1][O:2][C:3]([C@@:5]1([C:18]2[CH:23]=[CH:22][CH:21]=[C:20]([F:24])[C:19]=2[CH3:25])[CH2:9][CH2:8][C:7](OS(C(F)(F)F)(=O)=O)=[CH:6]1)=[O:4].Br[C:27]1[CH:28]=[C:29]2[C:34](=[CH:35][CH:36]=1)[N:33]=[C:32]([C:37]([F:40])([F:39])[F:38])[CH:31]=[N:30]2, predict the reaction product. (10) Given the reactants N([O-])=O.[Na+].N[C:6]1[S:7][C:8]2[C:13]([NH:14][C@H:15]([CH2:18][CH:19]([CH3:21])[CH3:20])[CH2:16][OH:17])=[N:12][C:11]([SH:22])=[N:10][C:9]=2[N:23]=1.[ClH:24], predict the reaction product. The product is: [Cl:24][C:6]1[S:7][C:8]2[C:13]([NH:14][C@H:15]([CH2:18][CH:19]([CH3:21])[CH3:20])[CH2:16][OH:17])=[N:12][C:11]([S:22][S:22][C:11]3[N:12]=[C:13]([NH:14][C@@H:15]([CH2:16][OH:17])[CH2:18][CH:19]([CH3:20])[CH3:21])[C:8]4[S:7][C:6]([Cl:24])=[N:23][C:9]=4[N:10]=3)=[N:10][C:9]=2[N:23]=1.